Dataset: TCR-epitope binding with 47,182 pairs between 192 epitopes and 23,139 TCRs. Task: Binary Classification. Given a T-cell receptor sequence (or CDR3 region) and an epitope sequence, predict whether binding occurs between them. The epitope is SEPVLKGVKL. The TCR CDR3 sequence is CASSGTSGTEQYF. Result: 0 (the TCR does not bind to the epitope).